This data is from Full USPTO retrosynthesis dataset with 1.9M reactions from patents (1976-2016). The task is: Predict the reactants needed to synthesize the given product. (1) Given the product [C:1]([O:5][C:6](=[O:26])[NH:7][C@H:8]([C:11](=[O:25])[NH:12][CH:13]1[C:19](=[O:20])[N:18]([CH2:38][C:34]2[C:35]3[C:30](=[CH:29][C:28]([Br:27])=[CH:37][CH:36]=3)[CH:31]=[CH:32][C:33]=2[O:40][CH3:41])[C:17]2[CH:21]=[CH:22][CH:23]=[CH:24][C:16]=2[CH2:15][CH2:14]1)[CH2:9][CH3:10])([CH3:2])([CH3:3])[CH3:4], predict the reactants needed to synthesize it. The reactants are: [C:1]([O:5][C:6](=[O:26])[NH:7][C@H:8]([C:11](=[O:25])[NH:12][CH:13]1[C:19](=[O:20])[NH:18][C:17]2[CH:21]=[CH:22][CH:23]=[CH:24][C:16]=2[CH2:15][CH2:14]1)[CH2:9][CH3:10])([CH3:4])([CH3:3])[CH3:2].[Br:27][C:28]1[CH:29]=[C:30]2[C:35](=[CH:36][CH:37]=1)[C:34]([CH2:38]Cl)=[C:33]([O:40][CH3:41])[CH:32]=[CH:31]2.[Na+].[I-].C([O-])([O-])=O.[Cs+].[Cs+]. (2) Given the product [F:1][C:2]([F:14])([O:6][C:7]1[CH:8]=[C:9]([CH2:13][Br:15])[CH:10]=[CH:11][CH:12]=1)[CH:3]([F:4])[F:5], predict the reactants needed to synthesize it. The reactants are: [F:1][C:2]([F:14])([O:6][C:7]1[CH:8]=[C:9]([CH3:13])[CH:10]=[CH:11][CH:12]=1)[CH:3]([F:5])[F:4].[Br:15]N1C(=O)CCC1=O.N(C(C)(C)C#N)=NC(C)(C)C#N. (3) Given the product [CH3:35][N:33]([CH3:34])[C:30]1[CH:29]=[CH:28][C:27]([C:26]([NH:25][C:21]2[C:20]([F:37])=[C:19]([C:3]3[C:4]4[C:12]5[C:7](=[CH:8][C:9]([N:13]6[CH2:18][CH2:17][O:16][CH2:15][CH2:14]6)=[CH:10][CH:11]=5)[NH:6][C:5]=4[C:39]([C:40]([O:42][CH2:43][CH3:44])=[O:41])=[N:1][CH:2]=3)[CH:24]=[CH:23][CH:22]=2)=[O:36])=[CH:32][CH:31]=1, predict the reactants needed to synthesize it. The reactants are: [NH2:1][CH2:2][CH:3]([C:19]1[C:20]([F:37])=[C:21]([NH:25][C:26](=[O:36])[C:27]2[CH:32]=[CH:31][C:30]([N:33]([CH3:35])[CH3:34])=[CH:29][CH:28]=2)[CH:22]=[CH:23][CH:24]=1)[C:4]1[C:12]2[C:7](=[CH:8][C:9]([N:13]3[CH2:18][CH2:17][O:16][CH2:15][CH2:14]3)=[CH:10][CH:11]=2)[NH:6][CH:5]=1.O=[CH:39][C:40]([O:42][CH2:43][CH3:44])=[O:41].C1(C)C=CC=CC=1.Cl.